Dataset: Peptide-MHC class I binding affinity with 185,985 pairs from IEDB/IMGT. Task: Regression. Given a peptide amino acid sequence and an MHC pseudo amino acid sequence, predict their binding affinity value. This is MHC class I binding data. (1) The peptide sequence is RIKTRLFTI. The MHC is HLA-B18:01 with pseudo-sequence HLA-B18:01. The binding affinity (normalized) is 0.0847. (2) The peptide sequence is GPRRAAWRI. The MHC is HLA-B58:01 with pseudo-sequence HLA-B58:01. The binding affinity (normalized) is 0.0847.